From a dataset of Peptide-MHC class I binding affinity with 185,985 pairs from IEDB/IMGT. Regression. Given a peptide amino acid sequence and an MHC pseudo amino acid sequence, predict their binding affinity value. This is MHC class I binding data. (1) The peptide sequence is ELRSLYNTV. The MHC is HLA-A30:02 with pseudo-sequence HLA-A30:02. The binding affinity (normalized) is 0.0305. (2) The peptide sequence is KLLARFLFE. The MHC is HLA-B18:01 with pseudo-sequence HLA-B18:01. The binding affinity (normalized) is 0.0847. (3) The peptide sequence is ILKEHVSRY. The MHC is HLA-B27:05 with pseudo-sequence HLA-B27:05. The binding affinity (normalized) is 0.0847.